Dataset: Reaction yield outcomes from USPTO patents with 853,638 reactions. Task: Predict the reaction yield, written as a fraction of the theoretical maximum amount of product (1.0 means a 100% yield; for example, 0.34 means a 34% yield). The reactants are C([Li])CCC.Br[C:7]1[CH:22]=[CH:21][C:10]([CH2:11][CH2:12][O:13][Si:14]([C:17]([CH3:20])([CH3:19])[CH3:18])([CH3:16])[CH3:15])=[C:9]([CH2:23][CH3:24])[CH:8]=1.[B:25](OC)([O:28]C)[O:26]C.Cl. The catalyst is C1COCC1. The product is [Si:14]([O:13][CH2:12][CH2:11][C:10]1[CH:21]=[CH:22][C:7]([B:25]([OH:28])[OH:26])=[CH:8][C:9]=1[CH2:23][CH3:24])([C:17]([CH3:20])([CH3:19])[CH3:18])([CH3:16])[CH3:15]. The yield is 0.480.